This data is from Reaction yield outcomes from USPTO patents with 853,638 reactions. The task is: Predict the reaction yield, written as a fraction of the theoretical maximum amount of product (1.0 means a 100% yield; for example, 0.34 means a 34% yield). (1) The product is [C:1]([C:4]1[S:8][C:7]([C:9]2[CH:10]=[C:11]([Cl:30])[C:12]3[O:16][CH:15]([CH2:17][N:18]([CH3:33])[C:19](=[O:28])/[CH:20]=[CH:21]/[C:22]4[CH:23]=[N:24][CH:25]=[CH:26][CH:27]=4)[CH2:14][C:13]=3[CH:29]=2)=[CH:6][CH:5]=1)(=[O:3])[CH3:2]. The catalyst is C(Cl)Cl. The reactants are [C:1]([C:4]1[S:8][C:7]([C:9]2[CH:10]=[C:11]([Cl:30])[C:12]3[O:16][CH:15]([CH2:17][NH:18][C:19](=[O:28])/[CH:20]=[CH:21]/[C:22]4[CH:23]=[N:24][CH:25]=[CH:26][CH:27]=4)[CH2:14][C:13]=3[CH:29]=2)=[CH:6][CH:5]=1)(=[O:3])[CH3:2].[H-].[Na+].[CH3:33]I.O. The yield is 0.0500. (2) The reactants are [O:1]([C:8]1[CH2:13][CH2:12][CH:11]([C:14](=O)[CH:15]=[CH:16][C:17]2[CH:22]=[CH:21][CH:20]=[CH:19][CH:18]=2)[C:10](=O)[CH:9]=1)[C:2]1[CH:7]=[CH:6][CH:5]=[CH:4][CH:3]=1.O.[NH2:26][NH2:27].C([O-])(O)=O.[Na+]. The catalyst is CC(O)=O.CCO. The product is [O:1]([C:8]1[CH2:13][CH2:12][C:11]2[C:14]([CH:15]=[CH:16][C:17]3[CH:22]=[CH:21][CH:20]=[CH:19][CH:18]=3)=[N:26][NH:27][C:10]=2[CH:9]=1)[C:2]1[CH:7]=[CH:6][CH:5]=[CH:4][CH:3]=1. The yield is 0.360. (3) The reactants are C(N(CC)CC)C.[CH3:8][C:9]1([CH3:17])[O:14][C:13](=[O:15])[CH2:12][C:11](=[O:16])[CH2:10]1.[F:18][C:19]([F:30])([F:29])[C:20]1[CH:21]=[C:22]([N:26]=[C:27]=[O:28])[CH:23]=[CH:24][CH:25]=1. The catalyst is CN(C=O)C. The product is [F:18][C:19]([F:29])([F:30])[C:20]1[CH:21]=[C:22]([NH:26][C:27]([CH:12]2[C:11](=[O:16])[CH2:10][C:9]([CH3:17])([CH3:8])[O:14][C:13]2=[O:15])=[O:28])[CH:23]=[CH:24][CH:25]=1. The yield is 0.101. (4) The reactants are Br[C:2]1[CH:10]=[C:9]2[C:5]([CH:6]=[CH:7][NH:8]2)=[CH:4][CH:3]=1.[F:11][C:12]1[CH:17]=[CH:16][C:15](B(O)O)=[CH:14][CH:13]=1.C(=O)([O-])[O-].[Na+].[Na+]. The catalyst is C1(C)C=CC=CC=1.C(O)C.C1C=CC([P]([Pd]([P](C2C=CC=CC=2)(C2C=CC=CC=2)C2C=CC=CC=2)([P](C2C=CC=CC=2)(C2C=CC=CC=2)C2C=CC=CC=2)[P](C2C=CC=CC=2)(C2C=CC=CC=2)C2C=CC=CC=2)(C2C=CC=CC=2)C2C=CC=CC=2)=CC=1. The product is [F:11][C:12]1[CH:17]=[CH:16][C:15]([C:2]2[CH:10]=[C:9]3[C:5]([CH:6]=[CH:7][NH:8]3)=[CH:4][CH:3]=2)=[CH:14][CH:13]=1. The yield is 0.650. (5) The reactants are [NH2:1][C:2]1[CH:7]=[CH:6][CH:5]=[CH:4][C:3]=1[OH:8].C(O)(=O)C.C(#N)[CH:14]([CH2:16][C:17]#[N:18])O. The catalyst is C(O)C.C(Cl)Cl. The product is [O:8]1[C:3]2[CH:4]=[CH:5][CH:6]=[CH:7][C:2]=2[N:1]=[C:14]1[CH2:16][C:17]#[N:18]. The yield is 0.710. (6) The reactants are BrC1C=CC(O)=CC=1.C[O:10][C:11]1[CH:16]=[CH:15][C:14]([N:17]([CH3:29])[CH2:18][CH:19]2[C:28]3[C:23](=[CH:24][CH:25]=[CH:26][CH:27]=3)[CH2:22][CH2:21][CH2:20]2)=[CH:13][CH:12]=1. The yield is 0.820. No catalyst specified. The product is [CH3:29][N:17]([CH2:18][CH:19]1[C:28]2[C:23](=[CH:24][CH:25]=[CH:26][CH:27]=2)[CH2:22][CH2:21][CH2:20]1)[C:14]1[CH:13]=[CH:12][C:11]([OH:10])=[CH:16][CH:15]=1. (7) The reactants are O=[C:2]1[CH:7]([C:8](OCC)=[O:9])[CH2:6][CH2:5][N:4]([C:13]([O:15][C:16]([CH3:19])([CH3:18])[CH3:17])=[O:14])[CH2:3]1.Cl.[CH:21]([NH2:23])=[NH:22].CC[O-].[Na+]. The catalyst is CCO. The product is [OH:9][C:8]1[C:7]2[CH2:6][CH2:5][N:4]([C:13]([O:15][C:16]([CH3:19])([CH3:18])[CH3:17])=[O:14])[CH2:3][C:2]=2[N:22]=[CH:21][N:23]=1. The yield is 0.530. (8) The reactants are [Cl:1][C:2]1[CH:3]=[C:4]([C:9]2([C:15]([OH:17])=O)[CH2:14][CH2:13][CH2:12][CH2:11][CH2:10]2)[CH:5]=[CH:6][C:7]=1[Cl:8].[CH2:18]([NH2:20])[CH3:19]. No catalyst specified. The product is [Cl:1][C:2]1[CH:3]=[C:4]([C:9]2([C:15]([NH:20][CH2:18][CH3:19])=[O:17])[CH2:10][CH2:11][CH2:12][CH2:13][CH2:14]2)[CH:5]=[CH:6][C:7]=1[Cl:8]. The yield is 0.280.